Task: Predict the reactants needed to synthesize the given product.. Dataset: Full USPTO retrosynthesis dataset with 1.9M reactions from patents (1976-2016) (1) Given the product [O:15]=[C:6]1[C:7]2[C:12](=[CH:11][CH:10]=[CH:9][CH:8]=2)[C:13](=[O:14])[N:5]1[CH2:4][CH2:3][CH:2]=[O:1], predict the reactants needed to synthesize it. The reactants are: [OH:1][CH2:2][CH2:3][CH2:4][N:5]1[C:13](=[O:14])[C:12]2[C:7](=[CH:8][CH:9]=[CH:10][CH:11]=2)[C:6]1=[O:15]. (2) Given the product [CH3:37][O:36][C:32]1[CH:31]=[C:30]([C:4]([C:6]2[N:7]=[CH:8][N:9]([C:11]3[CH:12]=[C:13]([C:17]4[CH:22]=[CH:21][CH:20]=[CH:19][C:18]=4[O:23][C:24]([F:27])([F:25])[F:26])[CH:14]=[CH:15][CH:16]=3)[CH:10]=2)=[O:5])[CH:35]=[CH:34][CH:33]=1, predict the reactants needed to synthesize it. The reactants are: CON(C)[C:4]([C:6]1[N:7]=[CH:8][N:9]([C:11]2[CH:12]=[C:13]([C:17]3[CH:22]=[CH:21][CH:20]=[CH:19][C:18]=3[O:23][C:24]([F:27])([F:26])[F:25])[CH:14]=[CH:15][CH:16]=2)[CH:10]=1)=[O:5].Br[C:30]1[CH:31]=[C:32]([O:36][CH3:37])[CH:33]=[CH:34][CH:35]=1. (3) The reactants are: [Cl:1]N1C(=O)CCC1=O.[NH2:9][C:10]1[N:11]=[C:12]([O:33][CH3:34])[C:13]2[CH:18]=[CH:17][N:16]([C@@H:19]3[O:27][C@H:26]([CH2:28][O:29][C:30](=[O:32])[CH3:31])[C@@H:21]([O:22][C:23](=[O:25])[CH3:24])[CH2:20]3)[C:14]=2[N:15]=1. Given the product [NH2:9][C:10]1[N:11]=[C:12]([O:33][CH3:34])[C:13]2[CH:18]=[C:17]([Cl:1])[N:16]([C@@H:19]3[O:27][C@H:26]([CH2:28][O:29][C:30](=[O:32])[CH3:31])[C@@H:21]([O:22][C:23](=[O:25])[CH3:24])[CH2:20]3)[C:14]=2[N:15]=1, predict the reactants needed to synthesize it. (4) Given the product [CH:10]1([CH2:9][O:8][C:5]2[N:6]=[CH:7][C:2]([OH:17])=[CH:3][CH:4]=2)[CH2:12][CH2:11]1, predict the reactants needed to synthesize it. The reactants are: Br[C:2]1[CH:3]=[CH:4][C:5]([O:8][CH2:9][CH:10]2[CH2:12][CH2:11]2)=[N:6][CH:7]=1.CB(C)C.[OH:17]O.[OH-].[Na+].